Dataset: Full USPTO retrosynthesis dataset with 1.9M reactions from patents (1976-2016). Task: Predict the reactants needed to synthesize the given product. (1) Given the product [CH2:3]([O:14][C:15]1[CH:16]=[CH:17][C:18]([C:19]([OH:21])=[O:20])=[CH:23][CH:24]=1)[CH2:4][CH2:5]/[CH:6]=[CH:7]\[CH2:8][CH2:9][CH2:10][CH2:11][CH2:12][CH3:13], predict the reactants needed to synthesize it. The reactants are: [OH-].[Na+].[CH2:3]([O:14][C:15]1[CH:24]=[CH:23][C:18]([C:19]([O:21]C)=[O:20])=[CH:17][CH:16]=1)[CH2:4][CH2:5]/[CH:6]=[CH:7]\[CH2:8][CH2:9][CH2:10][CH2:11][CH2:12][CH3:13]. (2) Given the product [CH3:28][C:25]1([CH3:27])[CH2:24][C:23]2[C:18]([CH2:17][N:14]3[CH2:13][CH2:12][C:9]4([CH2:8][CH2:7][N:6]([C:4]([C:3]5[CH:29]=[CH:30][N:31]=[CH:32][C:2]=5/[CH:35]=[CH:34]/[C:33]([NH2:37])=[O:36])=[O:5])[CH2:11][CH2:10]4)[CH2:16][CH2:15]3)=[CH:19][CH:20]=[CH:21][C:22]=2[O:26]1, predict the reactants needed to synthesize it. The reactants are: Br[C:2]1[CH:32]=[N:31][CH:30]=[CH:29][C:3]=1[C:4]([N:6]1[CH2:11][CH2:10][C:9]2([CH2:16][CH2:15][N:14]([CH2:17][C:18]3[C:23]4[CH2:24][C:25]([CH3:28])([CH3:27])[O:26][C:22]=4[CH:21]=[CH:20][CH:19]=3)[CH2:13][CH2:12]2)[CH2:8][CH2:7]1)=[O:5].[C:33]([NH2:37])(=[O:36])[CH:34]=[CH2:35].C(N(CC)CC)C. (3) Given the product [NH:12]1[C:13]2[C:18](=[CH:17][CH:16]=[CH:15][CH:14]=2)[C:10]([C:8](=[O:9])[CH:26]([NH:33][C:34]2[CH:39]=[N:38][CH:37]=[C:36]([O:40][CH3:41])[N:35]=2)[C:27]2[CH:32]=[CH:31][CH:30]=[CH:29][CH:28]=2)=[CH:11]1, predict the reactants needed to synthesize it. The reactants are: C(N(CC)CC)C.[CH:8]([C:10]1[C:18]2[C:13](=[CH:14][CH:15]=[CH:16][CH:17]=2)[N:12](C(OC(C)(C)C)=O)[CH:11]=1)=[O:9].[CH:26](=[N:33][C:34]1[CH:39]=[N:38][CH:37]=[C:36]([O:40][CH3:41])[N:35]=1)[C:27]1[CH:32]=[CH:31][CH:30]=[CH:29][CH:28]=1. (4) Given the product [C:16]1([CH:10]2[O:9][C@H:8]3[CH2:7][C@@H:6]([NH2:22])[CH2:15][O:14][C@@H:13]3[CH2:12][O:11]2)[CH:21]=[CH:20][CH:19]=[CH:18][CH:17]=1, predict the reactants needed to synthesize it. The reactants are: CS(O[C@@H:6]1[CH2:15][O:14][C@H:13]2[C@@H:8]([O:9][CH:10]([C:16]3[CH:21]=[CH:20][CH:19]=[CH:18][CH:17]=3)[O:11][CH2:12]2)[CH2:7]1)(=O)=O.[N-:22]=[N+]=[N-].[Na+].CP(C)C.[N-]=[N+]=[N-].